This data is from Catalyst prediction with 721,799 reactions and 888 catalyst types from USPTO. The task is: Predict which catalyst facilitates the given reaction. (1) Reactant: [CH:1]1([O:6][NH:7][S:8]([C:11]2[CH:16]=[CH:15][CH:14]=[C:13]([N+:17]([O-])=O)[CH:12]=2)(=[O:10])=[O:9])[CH2:5][CH2:4][CH2:3][CH2:2]1.[H][H]. Product: [NH2:17][C:13]1[CH:12]=[C:11]([S:8]([NH:7][O:6][CH:1]2[CH2:5][CH2:4][CH2:3][CH2:2]2)(=[O:9])=[O:10])[CH:16]=[CH:15][CH:14]=1. The catalyst class is: 29. (2) Reactant: [F:1][C:2]1[C:16]([C:17]2[CH:18]=[C:19]3[C:23](=[CH:24][C:25]=2[NH:26][C:27]([C:29]2[N:30]=[C:31]([C:34]4[N:38](C5CCCCO5)[N:37]=[C:36]([CH3:45])[CH:35]=4)[S:32][CH:33]=2)=[O:28])[N:22](COCC[Si](C)(C)C)[N:21]=[CH:20]3)=[CH:15][CH:14]=[CH:13][C:3]=1[CH2:4][NH:5]C(=O)OC(C)(C)C.[ClH:54]. Product: [ClH:54].[NH2:5][CH2:4][C:3]1[C:2]([F:1])=[C:16]([C:17]2[CH:18]=[C:19]3[C:23](=[CH:24][C:25]=2[NH:26][C:27]([C:29]2[N:30]=[C:31]([C:34]4[NH:38][N:37]=[C:36]([CH3:45])[CH:35]=4)[S:32][CH:33]=2)=[O:28])[NH:22][N:21]=[CH:20]3)[CH:15]=[CH:14][CH:13]=1. The catalyst class is: 24.